Dataset: Forward reaction prediction with 1.9M reactions from USPTO patents (1976-2016). Task: Predict the product of the given reaction. (1) Given the reactants [CH3:1][C:2]1([CH3:9])[O:6][CH:5]([CH2:7][OH:8])[CH2:4][O:3]1.[H-].[Na+].Cl[C:13]1[N:18]=[C:17]([NH2:19])[CH:16]=[CH:15][N:14]=1, predict the reaction product. The product is: [CH3:1][C:2]1([CH3:9])[O:6][CH:5]([CH2:7][O:8][C:13]2[N:18]=[C:17]([NH2:19])[CH:16]=[CH:15][N:14]=2)[CH2:4][O:3]1. (2) Given the reactants CN(C)[CH2:3][CH2:4]NC.C([Li])CCC.[F:13][C:14]1[C:23]2[C:18](=[CH:19][CH:20]=[CH:21][CH:22]=2)[C:17]([CH:24]=[O:25])=C[CH:15]=1.Cl, predict the reaction product. The product is: [F:13][C:14]1[C:23]2[C:18](=[CH:19][CH:20]=[CH:21][CH:22]=2)[C:17]([CH:24]=[O:25])=[C:3]([CH3:4])[CH:15]=1. (3) Given the reactants [CH3:1][C:2]1[C:7]([C:8]([CH3:12])([CH3:11])[CH2:9][CH3:10])=[CH:6][CH:5]=[CH:4][C:3]=1[NH:13]C=O.[OH-].[K+].CO, predict the reaction product. The product is: [CH3:12][C:8]([C:7]1[C:2]([CH3:1])=[C:3]([NH2:13])[CH:4]=[CH:5][CH:6]=1)([CH3:11])[CH2:9][CH3:10]. (4) Given the reactants [CH2:1]([O:3][C:4]([C:6]1[CH:11]=[C:10]([C:12]2[N:13]=[C:14]([C:17]3[CH:22]=[CH:21][N:20]=[CH:19][CH:18]=3)[S:15][CH:16]=2)[C:9](=[O:23])[NH:8][C:7]=1[CH2:24][CH2:25]O)=[O:5])[CH3:2].S(Cl)(C)(=O)=O.[N:32]1[CH:37]=[CH:36][CH:35]=[CH:34]C=1, predict the reaction product. The product is: [CH2:1]([O:3][C:4]([C:6]1[CH:11]=[C:10]([C:12]2[N:13]=[C:14]([C:17]3[CH:18]=[CH:19][N:20]=[CH:21][CH:22]=3)[S:15][CH:16]=2)[C:9](=[O:23])[NH:8][C:7]=1[CH2:24][CH2:25][N:32]1[CH2:34][CH2:35][CH2:36][CH2:37]1)=[O:5])[CH3:2]. (5) Given the reactants [CH3:1][C:2]([CH3:7])([CH3:6])[CH2:3][CH2:4][NH2:5].[CH3:8][O:9][CH:10]([O:13][CH3:14])[CH:11]=O, predict the reaction product. The product is: [CH3:8][O:9][CH:10]([O:13][CH3:14])[CH2:11][NH:5][CH2:4][CH2:3][C:2]([CH3:7])([CH3:6])[CH3:1]. (6) Given the reactants ClC(Cl)(O[C:5](=[O:11])OC(Cl)(Cl)Cl)Cl.[NH2:13][C:14]1[CH:23]=[CH:22][C:17]([C:18]([O:20][CH3:21])=[O:19])=[CH:16][N:15]=1.C(N(C(C)C)CC)(C)C.[CH2:33]1[C:42]2[C:37](=[CH:38][CH:39]=[CH:40][CH:41]=2)[CH2:36][CH2:35][NH:34]1, predict the reaction product. The product is: [CH2:33]1[C:42]2[C:37](=[CH:38][CH:39]=[CH:40][CH:41]=2)[CH2:36][CH2:35][N:34]1[C:5]([NH:13][C:14]1[CH:23]=[CH:22][C:17]([C:18]([O:20][CH3:21])=[O:19])=[CH:16][N:15]=1)=[O:11].